From a dataset of Forward reaction prediction with 1.9M reactions from USPTO patents (1976-2016). Predict the product of the given reaction. Given the reactants C[O:2][C:3](=[O:52])[C@@H:4]([NH:20][C:21]([C@@H:23]1[CH2:32][C:31]2[CH:30]=[C:29]3[O:33][CH2:34][C@H:35]([C:37]4[CH:42]=[CH:41][C:40](O)=[CH:39][CH:38]=4)[O:36][C:28]3=[CH:27][C:26]=2[CH2:25][N:24]1[C:44](=[O:51])[C:45]1[CH:50]=[CH:49][CH:48]=[CH:47][CH:46]=1)=[O:22])[CH2:5][C:6]1[CH:11]=[CH:10][C:9]([C:12]2[CH:17]=[CH:16][N:15]=[C:14]([CH3:18])[C:13]=2[CH3:19])=[CH:8][CH:7]=1.C1(P(C2C=CC=CC=2)C2C=CC=CC=2)C=CC=CC=1.[CH3:72][C:73]([CH3:78])([CH3:77])[CH2:74][CH2:75][OH:76].CC(OC(/N=N/C(OC(C)C)=O)=O)C, predict the reaction product. The product is: [C:44]([N:24]1[C@H:23]([C:21]([NH:20][C@@H:4]([CH2:5][C:6]2[CH:11]=[CH:10][C:9]([C:12]3[CH:17]=[CH:16][N:15]=[C:14]([CH3:18])[C:13]=3[CH3:19])=[CH:8][CH:7]=2)[C:3]([OH:52])=[O:2])=[O:22])[CH2:32][C:31]2[CH:30]=[C:29]3[O:33][CH2:34][C@H:35]([C:37]4[CH:42]=[CH:41][C:40]([O:76][CH2:75][CH2:74][C:73]([CH3:78])([CH3:77])[CH3:72])=[CH:39][CH:38]=4)[O:36][C:28]3=[CH:27][C:26]=2[CH2:25]1)(=[O:51])[C:45]1[CH:50]=[CH:49][CH:48]=[CH:47][CH:46]=1.